This data is from Forward reaction prediction with 1.9M reactions from USPTO patents (1976-2016). The task is: Predict the product of the given reaction. (1) Given the reactants [NH2:1][C:2]1[C:3]2[C:13]([O:14][CH2:15][C:16]([NH:19][C:20](=[O:28])[C:21]3[CH:26]=[CH:25][N:24]=[C:23](Br)[CH:22]=3)([CH3:18])[CH3:17])=[CH:12][CH:11]=[CH:10][C:4]=2[NH:5][S:6](=[O:9])(=[O:8])[N:7]=1.[F:29][C:30]1[CH:31]=[C:32](B(O)O)[CH:33]=[CH:34][CH:35]=1, predict the reaction product. The product is: [NH2:1][C:2]1[C:3]2[C:13]([O:14][CH2:15][C:16]([NH:19][C:20](=[O:28])[C:21]3[CH:26]=[CH:25][N:24]=[C:23]([C:34]4[CH:33]=[CH:32][CH:31]=[C:30]([F:29])[CH:35]=4)[CH:22]=3)([CH3:18])[CH3:17])=[CH:12][CH:11]=[CH:10][C:4]=2[NH:5][S:6](=[O:9])(=[O:8])[N:7]=1. (2) Given the reactants Br[CH2:2][C:3]1[CH:8]=[CH:7][C:6]([N+:9]([O-:11])=[O:10])=[CH:5][C:4]=1[Cl:12].CCN(CC)CC.[CH3:20][N:21]1[CH2:26][CH2:25][NH:24][CH2:23][CH2:22]1.C([O-])(O)=O.[Na+], predict the reaction product. The product is: [Cl:12][C:4]1[CH:5]=[C:6]([N+:9]([O-:11])=[O:10])[CH:7]=[CH:8][C:3]=1[CH2:2][N:24]1[CH2:25][CH2:26][N:21]([CH3:20])[CH2:22][CH2:23]1. (3) Given the reactants [Cl:1][C:2]1[N:7]=[CH:6][C:5]([C@H:8]([NH:13][C@@H:14]([CH2:17][CH:18]([CH3:20])[CH3:19])[CH2:15][OH:16])[C:9]([F:12])([F:11])[F:10])=[CH:4][CH:3]=1.C1C[O:24]CC1, predict the reaction product. The product is: [Cl:1][C:2]1[N:7]=[CH:6][C:5]([C@H:8]([NH:13][C@H:14]([C:15]([OH:24])=[O:16])[CH2:17][CH:18]([CH3:20])[CH3:19])[C:9]([F:11])([F:12])[F:10])=[CH:4][CH:3]=1. (4) Given the reactants [Cl:1][C:2]1[C:3]([C:32]2[C:40]3[C:35](=[CH:36][CH:37]=[CH:38][CH:39]=3)[N:34]([S:41]([C:44]3[CH:49]=[CH:48][CH:47]=[CH:46][CH:45]=3)(=[O:43])=[O:42])[CH:33]=2)=[N:4][C:5]([NH:8][CH2:9][CH:10]2[CH2:15][CH2:14][CH2:13][N:12]([C:16]([C:18]3[CH:23]=[CH:22][C:21]([NH:24]C(=O)OC(C)(C)C)=[CH:20][CH:19]=3)=[O:17])[CH2:11]2)=[N:6][CH:7]=1.[C:50]([OH:56])([C:52]([F:55])([F:54])[F:53])=[O:51], predict the reaction product. The product is: [F:53][C:52]([F:55])([F:54])[C:50]([OH:56])=[O:51].[NH2:24][C:21]1[CH:20]=[CH:19][C:18]([C:16]([N:12]2[CH2:13][CH2:14][CH2:15][CH:10]([CH2:9][NH:8][C:5]3[N:4]=[C:3]([C:32]4[C:40]5[C:35](=[CH:36][CH:37]=[CH:38][CH:39]=5)[N:34]([S:41]([C:44]5[CH:45]=[CH:46][CH:47]=[CH:48][CH:49]=5)(=[O:42])=[O:43])[CH:33]=4)[C:2]([Cl:1])=[CH:7][N:6]=3)[CH2:11]2)=[O:17])=[CH:23][CH:22]=1. (5) The product is: [C:12]([O:25][CH:26]([Cl:27])[CH3:1])(=[O:24])[CH2:13][CH2:14][CH2:15][CH2:16][CH3:17]. Given the reactants [C:1](Cl)(=O)CCCCC.C(=O)C.[C:12]([O:25][CH2:26][Cl:27])(=[O:24])[CH2:13][CH2:14][CH2:15][CH2:16][CH2:17]CCCCCC, predict the reaction product. (6) Given the reactants [CH:1]1([O:5][C:6]2[C:26]([CH3:27])=[CH:25][CH:24]=[CH:23][C:7]=2[C:8]([NH:10][C:11]2([C:20](O)=[O:21])[CH2:19][C:18]3[C:13](=[CH:14][CH:15]=[CH:16][CH:17]=3)[CH2:12]2)=[O:9])[CH2:4][CH2:3][CH2:2]1.[CH3:28][S:29]([NH2:32])(=[O:31])=[O:30].Cl.CN(C)CCCN=C=NCC.CO, predict the reaction product. The product is: [CH:1]1([O:5][C:6]2[C:26]([CH3:27])=[CH:25][CH:24]=[CH:23][C:7]=2[C:8]([NH:10][C:11]2([C:20]([NH:32][S:29]([CH3:28])(=[O:31])=[O:30])=[O:21])[CH2:19][C:18]3[C:13](=[CH:14][CH:15]=[CH:16][CH:17]=3)[CH2:12]2)=[O:9])[CH2:4][CH2:3][CH2:2]1. (7) The product is: [ClH:33].[NH2:8][C:9]1[C:10]([C:19]([NH:21][C@@H:22]([CH:27]2[CH2:32][CH2:31][CH2:30][CH2:29][CH2:28]2)[C:23]([O:25][CH3:26])=[O:24])=[O:20])=[CH:11][C:12]2[C:17]([CH:18]=1)=[CH:16][CH:15]=[CH:14][CH:13]=2. Given the reactants C(OC([NH:8][C:9]1[C:10]([C:19]([NH:21][C@@H:22]([CH:27]2[CH2:32][CH2:31][CH2:30][CH2:29][CH2:28]2)[C:23]([O:25][CH3:26])=[O:24])=[O:20])=[CH:11][C:12]2[C:17]([CH:18]=1)=[CH:16][CH:15]=[CH:14][CH:13]=2)=O)(C)(C)C.[ClH:33], predict the reaction product.